This data is from Forward reaction prediction with 1.9M reactions from USPTO patents (1976-2016). The task is: Predict the product of the given reaction. (1) Given the reactants C(O[C:4]([C:6]1[NH:7][N:8]=[C:9]([C:12]2[S:16][C:15]([C:17]3[CH:22]=[CH:21][CH:20]=[CH:19][CH:18]=3)=[N:14][CH:13]=2)[C:10]=1[Cl:11])=[O:5])C.[CH2:23]([NH2:25])[CH3:24], predict the reaction product. The product is: [CH2:23]([NH:25][C:4]([C:6]1[NH:7][N:8]=[C:9]([C:12]2[S:16][C:15]([C:17]3[CH:18]=[CH:19][CH:20]=[CH:21][CH:22]=3)=[N:14][CH:13]=2)[C:10]=1[Cl:11])=[O:5])[CH3:24]. (2) Given the reactants C(N=C=O)CCCCC[N:7]=C=O.[C:13]([O-:26])(=[O:25])[CH2:14][CH2:15]CCCCCCCCC.[C:13]([O-:26])(=[O:25])[CH2:14][CH2:15]CCCCCCCCC.C([Sn+2]CCCC)CCC.C=C[C:52]([O:54][CH2:55][C:56](COC(C=C)=O)(COC(C=C)=O)CO)=[O:53].C(OCC(COC(=O)C=C)(COC(=O)C=C)COC(=O)C=C)(=O)C=C, predict the reaction product. The product is: [C:13]([OH:26])(=[O:25])[CH:14]=[CH2:15].[NH2:7][C:52]([O:54][CH2:55][CH3:56])=[O:53].